Dataset: Full USPTO retrosynthesis dataset with 1.9M reactions from patents (1976-2016). Task: Predict the reactants needed to synthesize the given product. Given the product [I:1][C:2]1[CH:10]=[CH:9][C:5]([C:6]([N:13]([CH2:14][CH3:15])[CH2:12][CH3:11])=[O:7])=[CH:4][CH:3]=1, predict the reactants needed to synthesize it. The reactants are: [I:1][C:2]1[CH:10]=[CH:9][C:5]([C:6](Cl)=[O:7])=[CH:4][CH:3]=1.[CH3:11][CH2:12][N:13](CC)[CH2:14][CH3:15].N(CC)CC.